From a dataset of Peptide-MHC class I binding affinity with 185,985 pairs from IEDB/IMGT. Regression. Given a peptide amino acid sequence and an MHC pseudo amino acid sequence, predict their binding affinity value. This is MHC class I binding data. (1) The peptide sequence is MLFTKFFYL. The MHC is HLA-A02:03 with pseudo-sequence HLA-A02:03. The binding affinity (normalized) is 0.737. (2) The peptide sequence is GIGGFINTK. The MHC is HLA-A31:01 with pseudo-sequence HLA-A31:01. The binding affinity (normalized) is 0.201. (3) The peptide sequence is LGAQALPVY. The MHC is HLA-A30:02 with pseudo-sequence HLA-A30:02. The binding affinity (normalized) is 0.768. (4) The peptide sequence is MVRVLTVIKEY. The MHC is HLA-A25:01 with pseudo-sequence HLA-A25:01. The binding affinity (normalized) is 0.338. (5) The peptide sequence is QLKSRAAVL. The MHC is HLA-B40:01 with pseudo-sequence HLA-B40:01. The binding affinity (normalized) is 0.0847. (6) The MHC is HLA-A68:01 with pseudo-sequence HLA-A68:01. The binding affinity (normalized) is 0.232. The peptide sequence is SAGFSLWIY. (7) The binding affinity (normalized) is 0.296. The MHC is HLA-B15:03 with pseudo-sequence HLA-B15:03. The peptide sequence is VIIMAINVF. (8) The peptide sequence is SMLPPGYPV. The MHC is HLA-A02:11 with pseudo-sequence HLA-A02:11. The binding affinity (normalized) is 1.00.